This data is from Reaction yield outcomes from USPTO patents with 853,638 reactions. The task is: Predict the reaction yield, written as a fraction of the theoretical maximum amount of product (1.0 means a 100% yield; for example, 0.34 means a 34% yield). (1) The reactants are [CH3:1][O:2][C:3]1[CH:27]=[CH:26][C:6]([CH2:7][C:8]2[N:12]3[C:13](=[O:25])[C:14]4[NH:15][CH:16]=[N:17][C:18]=4[N:19]([CH2:20][CH2:21][CH2:22][CH2:23][CH3:24])[C:11]3=[N:10][N:9]=2)=[CH:5][CH:4]=1.[Br:28]N1C(=O)CCC1=O. The catalyst is C1COCC1. The product is [Br:28][C:16]1[NH:15][C:14]2[C:13](=[O:25])[N:12]3[C:8]([CH2:7][C:6]4[CH:5]=[CH:4][C:3]([O:2][CH3:1])=[CH:27][CH:26]=4)=[N:9][N:10]=[C:11]3[N:19]([CH2:20][CH2:21][CH2:22][CH2:23][CH3:24])[C:18]=2[N:17]=1. The yield is 0.600. (2) The yield is 0.200. The product is [CH3:11][CH:2]1[CH:3]([C:5]2[CH:6]=[N:7][CH:8]=[CH:9][CH:10]=2)[O:4][C:13](=[O:15])[NH:1]1. The reactants are [NH2:1][CH:2]([CH3:11])[CH:3]([C:5]1[CH:6]=[N:7][CH:8]=[CH:9][CH:10]=1)[OH:4].Cl[C:13](Cl)([O:15]C(=O)OC(Cl)(Cl)Cl)Cl. The catalyst is C(Cl)Cl. (3) The reactants are [C:1]([O:7][CH3:8])(=[O:6])[CH2:2][C:3]([CH3:5])=O.[Br:9][C:10]1[CH:17]=[CH:16][CH:15]=[CH:14][C:11]=1[CH:12]=O.[CH3:18][O:19][C:20](=[O:25])/[CH:21]=[C:22](\[NH2:24])/[CH3:23].CC(O)=O. The catalyst is CCO.CCOC(C)=O. The product is [Br:9][C:10]1[CH:17]=[CH:16][CH:15]=[CH:14][C:11]=1[CH:12]1[C:2]([C:1]([O:7][CH3:8])=[O:6])=[C:3]([CH3:5])[NH:24][C:22]([CH3:23])=[C:21]1[C:20]([O:19][CH3:18])=[O:25]. The yield is 0.200. (4) The reactants are [F:1][C:2]1[CH:3]=[C:4]([CH:6]=[C:7]([F:9])[CH:8]=1)[NH2:5].C[Si]([N:14]=[C:15]=[O:16])(C)C. The catalyst is C(Cl)Cl. The product is [F:1][C:2]1[CH:3]=[C:4]([NH:5][C:15]([NH2:14])=[O:16])[CH:6]=[C:7]([F:9])[CH:8]=1. The yield is 0.380.